Predict the product of the given reaction. From a dataset of Forward reaction prediction with 1.9M reactions from USPTO patents (1976-2016). (1) Given the reactants [Cl:1][C:2]1[CH:8]=[CH:7][C:5]([NH2:6])=[CH:4][CH:3]=1.[Cl:9][C:10]1[C:11]([N:16]2[CH2:21][CH:20]=[C:19]([C:22](O)=[O:23])[CH2:18][CH2:17]2)=[N:12][CH:13]=[CH:14][CH:15]=1.Cl.CN(C)CCCN=C=NCC, predict the reaction product. The product is: [Cl:9][C:10]1[C:11]([N:16]2[CH2:17][CH:18]=[C:19]([C:22]([NH:6][C:5]3[CH:7]=[CH:8][C:2]([Cl:1])=[CH:3][CH:4]=3)=[O:23])[CH2:20][CH2:21]2)=[N:12][CH:13]=[CH:14][CH:15]=1. (2) Given the reactants [F:1][C@:2]1([CH3:19])[C@H:6]([OH:7])[C@@H:5]([CH2:8][OH:9])[O:4][C@H:3]1[N:10]1[CH:15]=[CH:14][C:13]([NH:16][OH:17])=[N:12][C:11]1=[O:18].[C:20](Cl)(=[O:28])[CH2:21][CH2:22][CH2:23][CH2:24][CH2:25][CH2:26][CH3:27], predict the reaction product. The product is: [F:1][C@:2]1([CH3:19])[C@H:6]([OH:7])[C@@H:5]([CH2:8][OH:9])[O:4][C@H:3]1[N:10]1[CH:15]=[CH:14][C:13]([NH:16][O:17][C:20](=[O:28])[CH2:21][CH2:22][CH2:23][CH2:24][CH2:25][CH2:26][CH3:27])=[N:12][C:11]1=[O:18]. (3) Given the reactants Br[C:2]1[CH:7]=[CH:6][C:5]([O:8][Si:9]([CH:16]([CH3:18])[CH3:17])([CH:13]([CH3:15])[CH3:14])[CH:10]([CH3:12])[CH3:11])=[CH:4][N:3]=1.C([Li])CCC.[Br:24][C:25]1[CH:30]=[C:29]([O:31][CH2:32][O:33][CH3:34])[CH:28]=[CH:27][C:26]=1[CH2:35][C:36](=[O:38])[CH3:37].[Cl-].[NH4+], predict the reaction product. The product is: [Br:24][C:25]1[CH:30]=[C:29]([O:31][CH2:32][O:33][CH3:34])[CH:28]=[CH:27][C:26]=1[CH2:35][C:36]([C:2]1[CH:7]=[CH:6][C:5]([O:8][Si:9]([CH:16]([CH3:18])[CH3:17])([CH:13]([CH3:15])[CH3:14])[CH:10]([CH3:12])[CH3:11])=[CH:4][N:3]=1)([OH:38])[CH3:37]. (4) Given the reactants [CH2:1]([O:8][C:9]1[CH:13]=[CH:12][S:11][C:10]=1[CH2:14]O)[C:2]1[CH:7]=[CH:6][CH:5]=[CH:4][CH:3]=1.[C:16]1(=[O:26])[NH:20][C:19](=[O:21])[C:18]2=[CH:22][CH:23]=[CH:24][CH:25]=[C:17]12.C1(P(C2C=CC=CC=2)C2C=CC=CC=2)C=CC=CC=1.N(C(OC(C)C)=O)=NC(OC(C)C)=O, predict the reaction product. The product is: [CH2:1]([O:8][C:9]1[CH:13]=[CH:12][S:11][C:10]=1[CH2:14][N:20]1[C:16](=[O:26])[C:17]2[C:18](=[CH:22][CH:23]=[CH:24][CH:25]=2)[C:19]1=[O:21])[C:2]1[CH:3]=[CH:4][CH:5]=[CH:6][CH:7]=1. (5) Given the reactants C([O:8][C:9]1[N:10]=[N:11][C:12]([C:23]#[C:24][CH:25]2[CH2:30][CH2:29][CH2:28][CH2:27][CH2:26]2)=[CH:13][C:14]=1[O:15]CC1C=CC=CC=1)C1C=CC=CC=1, predict the reaction product. The product is: [CH:25]1([CH2:24][CH2:23][C:12]2[CH:13]=[C:14]([OH:15])[C:9](=[O:8])[NH:10][N:11]=2)[CH2:30][CH2:29][CH2:28][CH2:27][CH2:26]1. (6) Given the reactants [CH2:1]([O:8][C:9]([N:11]1[CH2:16][CH2:15][C:14](=[O:17])[CH2:13][CH2:12]1)=[O:10])[C:2]1[CH:7]=[CH:6][CH:5]=[CH:4][CH:3]=1.[N+](=[CH:20][C:21]([O:23][CH2:24][CH3:25])=[O:22])=[N-].C(=O)([O-])[O-].[K+].[K+], predict the reaction product. The product is: [CH2:24]([O:23][C:21]([CH:20]1[C:14](=[O:17])[CH2:13][CH2:12][N:11]([C:9]([O:8][CH2:1][C:2]2[CH:3]=[CH:4][CH:5]=[CH:6][CH:7]=2)=[O:10])[CH2:16][CH2:15]1)=[O:22])[CH3:25].